This data is from NCI-60 drug combinations with 297,098 pairs across 59 cell lines. The task is: Regression. Given two drug SMILES strings and cell line genomic features, predict the synergy score measuring deviation from expected non-interaction effect. (1) Drug 1: CC(CN1CC(=O)NC(=O)C1)N2CC(=O)NC(=O)C2. Drug 2: COC1=C2C(=CC3=C1OC=C3)C=CC(=O)O2. Cell line: SN12C. Synergy scores: CSS=26.8, Synergy_ZIP=-3.56, Synergy_Bliss=4.61, Synergy_Loewe=1.67, Synergy_HSA=2.25. (2) Drug 1: CCC1(CC2CC(C3=C(CCN(C2)C1)C4=CC=CC=C4N3)(C5=C(C=C6C(=C5)C78CCN9C7C(C=CC9)(C(C(C8N6C=O)(C(=O)OC)O)OC(=O)C)CC)OC)C(=O)OC)O.OS(=O)(=O)O. Drug 2: C1CC(=O)NC(=O)C1N2C(=O)C3=CC=CC=C3C2=O. Cell line: TK-10. Synergy scores: CSS=-0.161, Synergy_ZIP=-2.62, Synergy_Bliss=-5.69, Synergy_Loewe=-1.48, Synergy_HSA=-4.70. (3) Drug 1: COC1=C(C=C2C(=C1)N=CN=C2NC3=CC(=C(C=C3)F)Cl)OCCCN4CCOCC4. Drug 2: C1CC(=O)NC(=O)C1N2C(=O)C3=CC=CC=C3C2=O. Cell line: SK-MEL-28. Synergy scores: CSS=19.5, Synergy_ZIP=-1.03, Synergy_Bliss=7.00, Synergy_Loewe=1.53, Synergy_HSA=6.80.